Dataset: Catalyst prediction with 721,799 reactions and 888 catalyst types from USPTO. Task: Predict which catalyst facilitates the given reaction. (1) Reactant: [Cl:1][C:2]1[CH:7]=[C:6]([N:8]=[C:9]=[S:10])[CH:5]=[C:4]([Cl:11])[CH:3]=1.[C:12]([NH-:14])#[N:13].[Na+].[CH3:16]I. Product: [C:12]([NH:14][C:9](=[N:8][C:6]1[CH:7]=[C:2]([Cl:1])[CH:3]=[C:4]([Cl:11])[CH:5]=1)[S:10][CH3:16])#[N:13]. The catalyst class is: 382. (2) Reactant: [Br:1][C:2]1[CH:3]=[CH:4][C:5]2[C:6]3[N:14]([CH2:15][CH2:16][NH:17][C:18](=[O:24])[O:19][C:20]([CH3:23])([CH3:22])[CH3:21])[C:13]([CH2:25]Cl)=[N:12][C:7]=3[CH:8]=[N:9][C:10]=2[CH:11]=1.CC(C)([O-])C.[K+]. Product: [Br:1][C:2]1[CH:11]=[C:10]2[C:5]([C:6]3[N:14]4[CH2:15][CH2:16][N:17]([C:18]([O:19][C:20]([CH3:23])([CH3:22])[CH3:21])=[O:24])[CH2:25][C:13]4=[N:12][C:7]=3[CH:8]=[N:9]2)=[CH:4][CH:3]=1. The catalyst class is: 1. (3) Reactant: [F:1][C:2]([CH3:20])([CH3:19])[CH2:3][N:4]1[CH2:9][CH2:8][CH:7]([CH2:10][O:11][C:12]2[CH:17]=[N:16][C:15](I)=[CH:14][N:13]=2)[CH2:6][CH2:5]1.[CH2:21]([O:23][C:24]([C:26]1[CH:31]=[CH:30][C:29](B(O)O)=[CH:28][C:27]=1[F:35])=[O:25])[CH3:22].C([O-])([O-])=O.[Cs+].[Cs+].COCCOC. Product: [F:35][C:27]1[CH:28]=[C:29]([C:15]2[CH:14]=[N:13][C:12]([O:11][CH2:10][CH:7]3[CH2:8][CH2:9][N:4]([CH2:3][C:2]([F:1])([CH3:20])[CH3:19])[CH2:5][CH2:6]3)=[CH:17][N:16]=2)[CH:30]=[CH:31][C:26]=1[C:24]([O:23][CH2:21][CH3:22])=[O:25]. The catalyst class is: 263. (4) Reactant: [CH:1]([C:3]1[N:4]=[CH:5][C:6]([NH:9][C:10](=[O:27])[CH:11]([NH:15][C:16](=[O:26])[CH2:17][C:18]2[CH:23]=[C:22]([F:24])[CH:21]=[C:20]([F:25])[CH:19]=2)[CH2:12][CH2:13][CH3:14])=[N:7][CH:8]=1)=O.[CH2:28]([NH2:32])[CH2:29][CH2:30][CH3:31].C(O)(=O)C.S([O-])([O-])(=O)=O.[Na+].[Na+].C([BH3-])#N.[Na+]. Product: [CH2:28]([NH:32][CH2:1][C:3]1[N:4]=[CH:5][C:6]([NH:9][C:10](=[O:27])[CH:11]([NH:15][C:16](=[O:26])[CH2:17][C:18]2[CH:23]=[C:22]([F:24])[CH:21]=[C:20]([F:25])[CH:19]=2)[CH2:12][CH2:13][CH3:14])=[N:7][CH:8]=1)[CH2:29][CH2:30][CH3:31]. The catalyst class is: 4. (5) Reactant: [H-].[H-].[H-].[H-].[Li+].[Al+3].[CH3:7][C:8]1([C:13]2[CH:14]=[C:15]([CH:18]=[CH:19][CH:20]=2)[C:16]#[N:17])[O:12][CH2:11][CH2:10][O:9]1. Product: [CH3:7][C:8]1([C:13]2[CH:14]=[C:15]([CH2:16][NH2:17])[CH:18]=[CH:19][CH:20]=2)[O:9][CH2:10][CH2:11][O:12]1. The catalyst class is: 28. (6) Reactant: [C:1]([C:3]1[CH:8]=[CH:7][N:6]=[CH:5][CH:4]=1)#[N:2].S(=O)(=O)(O)O.[CH3:14][O:15][C:16]1[C:24]2[O:23][C:22]([CH3:26])([CH3:25])[CH2:21][C:20]=2[CH:19]=[C:18]([CH:27]=[C:28]([CH3:30])[CH3:29])[CH:17]=1. Product: [CH3:14][O:15][C:16]1[CH:17]=[C:18]2[C:19](=[C:20]3[CH2:21][C:22]([CH3:26])([CH3:25])[O:23][C:24]=13)[C:1]([C:3]1[CH:8]=[CH:7][N:6]=[CH:5][CH:4]=1)=[N:2][C:28]([CH3:30])([CH3:29])[CH2:27]2. The catalyst class is: 93.